Dataset: Reaction yield outcomes from USPTO patents with 853,638 reactions. Task: Predict the reaction yield, written as a fraction of the theoretical maximum amount of product (1.0 means a 100% yield; for example, 0.34 means a 34% yield). (1) The reactants are [Cl:1][C:2]1[C:7]([F:8])=[CH:6][C:5]([CH3:9])=[CH:4][N:3]=1.[Br:10]N1C(=O)CCC1=O. The product is [Cl:1][C:2]1[C:7]([F:8])=[CH:6][C:5]([CH2:9][Br:10])=[CH:4][N:3]=1. The yield is 0.480. The catalyst is C(Cl)(Cl)(Cl)Cl. (2) The reactants are [Cl:1][C:2]1[CH:10]=[CH:9][C:5]([C:6]([OH:8])=O)=[CH:4][N:3]=1.[NH2:11][CH2:12][C:13]1[CH:20]=[CH:19][C:16]([C:17]#[N:18])=[CH:15][CH:14]=1.C(Cl)CCl.CCN(C(C)C)C(C)C. The catalyst is C(Cl)Cl.CCOC(C)=O. The product is [Cl:1][C:2]1[CH:10]=[CH:9][C:5]([C:6]([NH:18][CH2:17][C:16]2[CH:19]=[CH:20][C:13]([C:12]#[N:11])=[CH:14][CH:15]=2)=[O:8])=[CH:4][N:3]=1. The yield is 0.638.